From a dataset of Full USPTO retrosynthesis dataset with 1.9M reactions from patents (1976-2016). Predict the reactants needed to synthesize the given product. (1) Given the product [Cl:1][C:2]1[CH:3]=[N:4][N:5]([CH3:28])[C:6]=1[C:7]1[CH:8]=[C:9]2[C:13](=[CH:14][CH:15]=1)[C:12](=[O:16])[N:11]([C@@H:17]([CH2:20][C:21]1[CH:26]=[CH:25][CH:24]=[C:23]([F:27])[CH:22]=1)[CH:18]=[O:19])[CH2:10]2, predict the reactants needed to synthesize it. The reactants are: [Cl:1][C:2]1[CH:3]=[N:4][N:5]([CH3:28])[C:6]=1[C:7]1[CH:8]=[C:9]2[C:13](=[CH:14][CH:15]=1)[C:12](=[O:16])[N:11]([C@@H:17]([CH2:20][C:21]1[CH:26]=[CH:25][CH:24]=[C:23]([F:27])[CH:22]=1)[CH2:18][OH:19])[CH2:10]2.C(Cl)Cl.CC(OI1(OC(C)=O)(OC(C)=O)OC(=O)C2C=CC=CC1=2)=O. (2) Given the product [CH:51]1([C:48]2[CH:49]=[CH:50][C:45](/[C:37](/[C:4]3[CH:3]=[CH:2][N:1]=[CH:6][CH:5]=3)=[CH:38]/[C@@H:39]3[NH:43][C:42](=[O:44])[CH2:41][CH2:40]3)=[N:46][C:47]=2[O:54][CH3:55])[CH2:52][CH2:53]1, predict the reactants needed to synthesize it. The reactants are: [N:1]1[CH:6]=[CH:5][C:4]([Sn](CCCC)(CCCC)CCCC)=[CH:3][CH:2]=1.O1C=CC=C1P(C1OC=CC=1)C1OC=CC=1.Br/[C:37](/[C:45]1[CH:50]=[CH:49][C:48]([CH:51]2[CH2:53][CH2:52]2)=[C:47]([O:54][CH3:55])[N:46]=1)=[CH:38]\[C@@H:39]1[NH:43][C:42](=[O:44])[CH2:41][CH2:40]1.O. (3) Given the product [C:1]1([CH2:7][CH2:8][CH2:9][CH2:10][CH2:11][CH2:12][C:13]([C:15]2[O:16][C:17]([C:20]3[N:25]=[C:24]([C:26]([OH:28])=[O:27])[CH:23]=[CH:22][CH:21]=3)=[CH:18][N:19]=2)=[O:14])[CH:6]=[CH:5][CH:4]=[CH:3][CH:2]=1, predict the reactants needed to synthesize it. The reactants are: [C:1]1([CH2:7][CH2:8][CH2:9][CH2:10][CH2:11][CH2:12][C:13]([C:15]2[O:16][C:17]([C:20]3[N:25]=[C:24]([C:26]([O:28]C)=[O:27])[CH:23]=[CH:22][CH:21]=3)=[CH:18][N:19]=2)=[O:14])[CH:6]=[CH:5][CH:4]=[CH:3][CH:2]=1. (4) Given the product [Cl:25][C:26]1[CH:27]=[CH:28][C:29]([C:32]2[CH:33]=[CH:34][C:35]([C:38]#[C:39][C:40]3[CH:41]=[CH:42][C:43](/[CH:5]=[C:2](\[CH3:1])/[CH2:3][OH:4])=[CH:44][CH:45]=3)=[N:36][CH:37]=2)=[CH:30][CH:31]=1, predict the reactants needed to synthesize it. The reactants are: [CH3:1][C:2](=[CH2:5])[CH2:3][OH:4].C1(P(C2C=CC=CC=2)C2C=CC=CC=2)C=CC=CC=1.[Cl:25][C:26]1[CH:31]=[CH:30][C:29]([C:32]2[CH:33]=[CH:34][C:35]([C:38]#[C:39][C:40]3[CH:45]=[CH:44][C:43](I)=[CH:42][CH:41]=3)=[N:36][CH:37]=2)=[CH:28][CH:27]=1. (5) Given the product [CH3:13][CH:14]([CH3:24])[CH2:15][CH2:16][CH2:17][CH2:18][CH2:19][CH2:20][C:21]([O:12][CH2:1][CH2:2][C:3]1[CH:11]=[CH:10][C:8]([OH:9])=[C:5]([O:6][CH3:7])[CH:4]=1)=[O:22], predict the reactants needed to synthesize it. The reactants are: [CH2:1]([OH:12])[CH2:2][C:3]1[CH:11]=[CH:10][C:8]([OH:9])=[C:5]([O:6][CH3:7])[CH:4]=1.[CH3:13][CH:14]([CH3:24])[CH2:15][CH2:16][CH2:17][CH2:18][CH2:19][CH2:20][C:21](O)=[O:22].O. (6) The reactants are: [NH2:1][C:2]1[N:7]=[CH:6][N:5]=[C:4]2[N:8]([CH2:19][CH2:20][NH:21][C:22]3[CH:27]=[CH:26][CH:25]=[CH:24][CH:23]=3)[N:9]=[C:10]([C:11]3[CH:12]=[C:13]([OH:18])[CH:14]=[C:15]([F:17])[CH:16]=3)[C:3]=12.C(N(CC)CC)C.[C:35](Cl)(=[O:38])[CH:36]=[CH2:37].C(=O)(O)[O-].[Na+]. Given the product [NH2:1][C:2]1[N:7]=[CH:6][N:5]=[C:4]2[N:8]([CH2:19][CH2:20][N:21]([C:22]3[CH:27]=[CH:26][CH:25]=[CH:24][CH:23]=3)[C:35](=[O:38])[CH:36]=[CH2:37])[N:9]=[C:10]([C:11]3[CH:12]=[C:13]([OH:18])[CH:14]=[C:15]([F:17])[CH:16]=3)[C:3]=12, predict the reactants needed to synthesize it. (7) Given the product [ClH:19].[CH3:18][N:2]([CH3:1])[NH:3][C:4]1[C:5]2[CH:16]=[CH:15][N:14]([CH3:17])[C:6]=2[N:7]=[C:8]([NH:10][CH2:11][CH2:12][CH3:13])[N:9]=1, predict the reactants needed to synthesize it. The reactants are: [CH3:1][N:2]([CH3:18])[NH:3][C:4]1[C:5]2[CH:16]=[CH:15][N:14]([CH3:17])[C:6]=2[N:7]=[C:8]([NH:10][CH2:11][CH2:12][CH3:13])[N:9]=1.[ClH:19]. (8) Given the product [CH3:1][C:2]1[C:22]([CH3:23])=[CH:21][C:5]2[N:6]([CH2:9][C:10]3[CH:20]=[CH:19][C:13]4[N:14]=[C:15]([S:17]([CH3:18])=[O:32])[S:16][C:12]=4[CH:11]=3)[CH:7]=[N:8][C:4]=2[CH:3]=1, predict the reactants needed to synthesize it. The reactants are: [CH3:1][C:2]1[C:22]([CH3:23])=[CH:21][C:5]2[N:6]([CH2:9][C:10]3[CH:20]=[CH:19][C:13]4[N:14]=[C:15]([S:17][CH3:18])[S:16][C:12]=4[CH:11]=3)[CH:7]=[N:8][C:4]=2[CH:3]=1.ClC1C=CC=C(C(OO)=[O:32])C=1. (9) Given the product [C:1]([O:5][C:6]([N:8]1[CH2:13][CH2:12][CH2:11][CH:10]([N:15]2[CH2:20][CH2:19][N:18]([CH3:21])[CH2:17][CH2:16]2)[CH2:9]1)=[O:7])([CH3:4])([CH3:3])[CH3:2], predict the reactants needed to synthesize it. The reactants are: [C:1]([O:5][C:6]([N:8]1[CH2:13][CH2:12][CH2:11][C:10](=O)[CH2:9]1)=[O:7])([CH3:4])([CH3:3])[CH3:2].[NH:15]1[CH2:20][CH2:19][NH:18][CH2:17][CH2:16]1.[C:21](O)(=O)C.C(Cl)Cl.C(O[BH-](OC(=O)C)OC(=O)C)(=O)C.[Na+].C(=O)(O)[O-].[Na+].